Dataset: Experimentally validated miRNA-target interactions with 360,000+ pairs, plus equal number of negative samples. Task: Binary Classification. Given a miRNA mature sequence and a target amino acid sequence, predict their likelihood of interaction. (1) The miRNA is hsa-miR-8052 with sequence CGGGACUGUAGAGGGCAUGAGC. The protein sequence of the target gene is MDVFLMIRRHKTTIFTDAKESSTVFELKRIVEGILKRPPDEQRLYKDDQLLDDGKTLGECGFTSQTARPQAPATVGLAFRADDTFEALCIEPFSSPPELPDVMKPQDSGSSANEQAVQ. Result: 0 (no interaction). (2) The miRNA is hsa-miR-382-3p with sequence AAUCAUUCACGGACAACACUU. The protein sequence of the target gene is MEVMEGPLNLAHQQSRRADRLLAAGKYEEAISCHKKAAAYLSEAMKLTQSEQAHLSLELQRDSHMKQLLLIQERWKRAQREERLKAQQNTDKDAAAHLQTSHKPSAEDAEGQSPLSQKYSPSTEKCLPEIQGIFDRDPDTLLYLLQQKSEPAEPCIGSKAPKDDKTIIEEQATKIADLKRHVEFLVAENERLRKENKQLKAEKARLLKGPIEKELDVDADFVETSELWSLPPHAETATASSTWQKFAANTGKAKDIPIPNLPPLDFPSPELPLMELSEDILKGFMNN. Result: 1 (interaction). (3) The miRNA is hsa-miR-1286 with sequence UGCAGGACCAAGAUGAGCCCU. The protein sequence of the target gene is MQAERGARGGRGRRPGRGRPGGDRHSERPGAAAAVARGGGGGGGGDGGGRRGRGRGRGFRGARGGRGGGGAPRGSRREPGGWGAGASAPVEDDSDAETYGEENDEQGNYSKRKIVSNWDRYQDIEKEVNNESGESQRGTDFSVLLSSAGDSFSQFRFAEEKEWDSEASCPKQNSAFYVDSELLVRALQELPLCLRLNVAAELVQGTVPLEVPQVKPKRTDDGKGLGMQLKGPLGPGGRGPIFELKSVAAGCPVLLGKDNPSPGPSRDSQKPTSPLQSAGDHLEEELDLLLNLDAPIKEGD.... Result: 0 (no interaction). (4) The miRNA is hsa-miR-3140-3p with sequence AGCUUUUGGGAAUUCAGGUAGU. The protein sequence of the target gene is MKWKHVPFLVMISLLSLSPNHLFLAQLIPDPEDVERGNDHGTPIPTSDNDDNSLGYTGSRLRQEDFPPRIVEHPSDLIVSKGEPATLNCKAEGRPTPTIEWYKGGERVETDKDDPRSHRMLLPSGSLFFLRIVHGRKSRPDEGVYVCVARNYLGEAVSHNASLEVAILRDDFRQNPSDVMVAVGEPAVMECQPPRGHPEPTISWKKDGSPLDDKDERITIRGGKLMITYTRKSDAGKYVCVGTNMVGERESEVAELTVLERPSFVKRPSNLAVTVDDSAEFKCEARGDPVPTVRWRKDDG.... Result: 1 (interaction). (5) The protein sequence of the target gene is MGKVLSKIFGNKEMRILMLGLDAAGKTTILYKLKLGQSVTTIPTVGFNVETVTYKNVKFNVWDVGGQDKIRPLWRHYYTGTQGLIFVVDCADRDRIDEARQELHRIINDREMRDAIILIFANKQDLPDAMKPHEIQEKLGLTRIRDRNWYVQPSCATSGDGLYEGLTWLTSNYKS. Result: 1 (interaction). The miRNA is hsa-miR-6873-3p with sequence UUCUCUCUGUCUUUCUCUCUCAG. (6) The miRNA is mmu-miR-340-5p with sequence UUAUAAAGCAAUGAGACUGAUU. The protein sequence of the target gene is MEGDQRSGPPAQSLLPDGHLVLWTLCSVLLPVFITLWCSLQRSRRQLHRRDIFRKSKHCWRDTDLFSHPTYCCVCAQHILQGAFCDCCGLRVDEGCLKKVDKRFPCKEIMLKNDKAADAMPHHWIRGNVPLCSYCVFCRQQCGSQPKLCDYRCIWCQKTVHDECMRGSLRSEKCDFGEFRNLIIPPSYLTSINQMRKDKNTNYEGLASKFGKQWTPLIILANSRSGTNMGEGLLGEFKILLNPVQVFDVTKTPPIKALQLCTLLPYYSVRVLVCGGDGTVGWVLDAIDEMKIKGQEKYIP.... Result: 1 (interaction).